Dataset: Reaction yield outcomes from USPTO patents with 853,638 reactions. Task: Predict the reaction yield, written as a fraction of the theoretical maximum amount of product (1.0 means a 100% yield; for example, 0.34 means a 34% yield). (1) The reactants are [C:1]1([CH:7]2[CH:16]3[CH2:17][CH2:18][N:19](C([O-])=O)[CH:15]3[C:14]3[CH:13]=[CH:12][CH:11]=[CH:10][C:9]=3[NH:8]2)[CH:6]=[CH:5][CH:4]=[CH:3][CH:2]=1.[ClH:23]. The catalyst is C(OCC)(=O)C. The product is [ClH:23].[ClH:23].[C:1]1([C@H:7]2[C@H:16]3[CH2:17][CH2:18][NH:19][C@H:15]3[C:14]3[CH:13]=[CH:12][CH:11]=[CH:10][C:9]=3[NH:8]2)[CH:2]=[CH:3][CH:4]=[CH:5][CH:6]=1. The yield is 0.770. (2) The reactants are [CH3:1][S:2]([CH2:5][C:6]([O:8][CH3:9])=[O:7])(=[O:4])=[O:3].I[CH2:11][CH2:12][CH2:13]I.C(=O)([O-])[O-].[Cs+].[Cs+]. The catalyst is C(#N)C. The product is [CH3:1][S:2]([C:5]1([C:6]([O:8][CH3:9])=[O:7])[CH2:13][CH2:12][CH2:11]1)(=[O:4])=[O:3]. The yield is 0.790. (3) The product is [CH:25]1([C:23]2[CH:24]=[C:20]([NH:19][C:18]3[C:13]4[CH2:12][NH:11][CH2:39][CH2:38][C:14]=4[N:15]=[C:16]([NH:28][C@H:29]([C:31]4[CH:36]=[CH:35][C:34]([F:37])=[CH:33][CH:32]=4)[CH3:30])[N:17]=3)[NH:21][N:22]=2)[CH2:27][CH2:26]1. The yield is 0.440. The reactants are C(OC([N:11]1[CH2:39][CH2:38][C:14]2[N:15]=[C:16]([NH:28][C@H:29]([C:31]3[CH:36]=[CH:35][C:34]([F:37])=[CH:33][CH:32]=3)[CH3:30])[N:17]=[C:18]([NH:19][C:20]3[CH:24]=[C:23]([CH:25]4[CH2:27][CH2:26]4)[NH:22][N:21]=3)[C:13]=2[CH2:12]1)=O)C1C=CC=CC=1. The catalyst is CCO.[Pd]. (4) The reactants are [N:1]1([CH2:7][CH2:8][N:9]2[C:13]3=[N:14][CH:15]=[N:16][C:17]([NH2:18])=[C:12]3[CH:11]=[N:10]2)[CH2:6][CH2:5][CH2:4][CH2:3][CH2:2]1.Cl.[CH3:20][C:21](=O)[CH2:22][CH2:23][C:24](=O)[CH3:25]. No catalyst specified. The product is [CH3:25][C:24]1[N:18]([C:17]2[N:16]=[CH:15][N:14]=[C:13]3[N:9]([CH2:8][CH2:7][N:1]4[CH2:6][CH2:5][CH2:4][CH2:3][CH2:2]4)[N:10]=[CH:11][C:12]=23)[C:21]([CH3:20])=[CH:22][CH:23]=1. The yield is 0.320. (5) The catalyst is N1C=CC=CC=1. The product is [C:27]1([CH:20]([C:21]2[CH:22]=[CH:23][CH:24]=[CH:25][CH:26]=2)[CH2:19][NH:18][C:16]2[C:15]3[C:10](=[CH:11][CH:12]=[CH:13][CH:14]=3)[N:9]=[C:8]([C:5]3[CH:4]=[CH:3][C:2]([NH:1][S:34]([CH3:33])(=[O:36])=[O:35])=[N:7][CH:6]=3)[N:17]=2)[CH:32]=[CH:31][CH:30]=[CH:29][CH:28]=1. The yield is 0.460. The reactants are [NH2:1][C:2]1[N:7]=[CH:6][C:5]([C:8]2[N:17]=[C:16]([NH:18][CH2:19][CH:20]([C:27]3[CH:32]=[CH:31][CH:30]=[CH:29][CH:28]=3)[C:21]3[CH:26]=[CH:25][CH:24]=[CH:23][CH:22]=3)[C:15]3[C:10](=[CH:11][CH:12]=[CH:13][CH:14]=3)[N:9]=2)=[CH:4][CH:3]=1.[CH3:33][S:34](Cl)(=[O:36])=[O:35]. (6) The reactants are [Br:1][C:2]1[CH:10]=[C:9]2[C:5]([CH:6]=[C:7]([C:11]([N:13]3[CH2:18][CH2:17][N:16]([S:19]([CH2:22][CH3:23])(=[O:21])=[O:20])[CH2:15][CH2:14]3)=[O:12])[NH:8]2)=[CH:4][C:3]=1[O:24][CH:25]1[CH2:30][CH2:29][N:28]([CH:31]([CH3:33])[CH3:32])[CH2:27][CH2:26]1.[H-].[Na+].CS(O[CH2:41][C:42]([F:45])([F:44])[F:43])(=O)=O.O. The catalyst is CN(C)C=O. The product is [Br:1][C:2]1[CH:10]=[C:9]2[C:5]([CH:6]=[C:7]([C:11]([N:13]3[CH2:14][CH2:15][N:16]([S:19]([CH2:22][CH3:23])(=[O:20])=[O:21])[CH2:17][CH2:18]3)=[O:12])[N:8]2[CH2:41][C:42]([F:45])([F:44])[F:43])=[CH:4][C:3]=1[O:24][CH:25]1[CH2:30][CH2:29][N:28]([CH:31]([CH3:32])[CH3:33])[CH2:27][CH2:26]1. The yield is 0.520. (7) The reactants are [CH:1]([O:4][C:5]1[CH:9]=[C:8]([CH2:10][CH2:11][C:12](OCC)=[O:13])[N:7]([CH2:17][C:18]2[CH:23]=[CH:22][CH:21]=[CH:20][N:19]=2)[N:6]=1)([CH3:3])[CH3:2].[H-].C([Al+]CC(C)C)C(C)C.C(O)C.[Cl-].[NH4+]. The catalyst is O1CCCC1.C1(C)C=CC=CC=1. The product is [CH:1]([O:4][C:5]1[CH:9]=[C:8]([CH2:10][CH2:11][CH2:12][OH:13])[N:7]([CH2:17][C:18]2[CH:23]=[CH:22][CH:21]=[CH:20][N:19]=2)[N:6]=1)([CH3:3])[CH3:2]. The yield is 0.500. (8) The reactants are [CH2:1]([O:5][C:6]1[N:14]=[C:13]2[C:9]([NH:10][C:11]([O:15][CH3:16])=[N:12]2)=[C:8]([NH2:17])[N:7]=1)[CH2:2][CH2:3][CH3:4].C(=O)([O-])[O-].[K+].[K+].[Br:24][CH2:25][CH2:26][CH2:27][CH2:28][CH2:29]Br. The catalyst is CN(C=O)C. The product is [Br:24][CH2:25][CH2:26][CH2:27][CH2:28][CH2:29][N:12]1[C:11]([O:15][CH3:16])=[N:10][C:9]2[C:13]1=[N:14][C:6]([O:5][CH2:1][CH2:2][CH2:3][CH3:4])=[N:7][C:8]=2[NH2:17]. The yield is 0.520.